This data is from Peptide-MHC class I binding affinity with 185,985 pairs from IEDB/IMGT. The task is: Regression. Given a peptide amino acid sequence and an MHC pseudo amino acid sequence, predict their binding affinity value. This is MHC class I binding data. (1) The peptide sequence is IIIGVGDSA. The MHC is HLA-B07:02 with pseudo-sequence HLA-B07:02. The binding affinity (normalized) is 0.343. (2) The peptide sequence is DVSVDAMIHK. The MHC is HLA-A31:01 with pseudo-sequence HLA-A31:01. The binding affinity (normalized) is 0.167. (3) The peptide sequence is TSPMPLWSINV. The MHC is Mamu-A01 with pseudo-sequence Mamu-A01. The binding affinity (normalized) is 0.956. (4) The peptide sequence is YECTSRHFT. The MHC is HLA-A11:01 with pseudo-sequence HLA-A11:01. The binding affinity (normalized) is 0.0847. (5) The peptide sequence is SEVCDHRLM. The MHC is HLA-B40:01 with pseudo-sequence HLA-B40:01. The binding affinity (normalized) is 0.472. (6) The peptide sequence is LPSPACQLV. The MHC is HLA-B51:01 with pseudo-sequence HLA-B51:01. The binding affinity (normalized) is 0.806.